Dataset: Aqueous solubility values for 9,982 compounds from the AqSolDB database. Task: Regression/Classification. Given a drug SMILES string, predict its absorption, distribution, metabolism, or excretion properties. Task type varies by dataset: regression for continuous measurements (e.g., permeability, clearance, half-life) or binary classification for categorical outcomes (e.g., BBB penetration, CYP inhibition). For this dataset (solubility_aqsoldb), we predict Y. (1) The drug is COCC1COc2cc3ncnc(Nc4cccc(I)c4)c3cc2O1. The Y is -3.52 log mol/L. (2) The drug is CCCCCCCCn1sccc1=O. The Y is -2.63 log mol/L. (3) The drug is CCCC(=O)OCn1cnc2c1c(=O)n(C)c(=O)n2C. The Y is -1.86 log mol/L. (4) The compound is CNC(=O)Oc1cc(C)cc(C(C)C)c1. The Y is -3.36 log mol/L. (5) The compound is COC(=O)C(=O)OC. The Y is -0.292 log mol/L. (6) The compound is CCCCCCCCOP(=O)(Oc1ccccc1)Oc1ccccc1. The Y is -6.41 log mol/L. (7) The compound is COc1cc2c(N)nc(N3CCN(C(=O)OCC(C)(C)O)CC3)nc2c(OC)c1OC. The Y is -3.64 log mol/L. (8) The compound is CN1C2CCCC1CC(=O)C2. The Y is 0.417 log mol/L. (9) The drug is CN1CCCC1c1cccnc1. The Y is 0.790 log mol/L. (10) The molecule is NCCNCCS(=O)(=O)[O-].[Na+]. The Y is 0.245 log mol/L.